From a dataset of Full USPTO retrosynthesis dataset with 1.9M reactions from patents (1976-2016). Predict the reactants needed to synthesize the given product. (1) Given the product [Cl:1][C:2]1[N:3]=[C:4]2[N:8]([C:9]=1[S:10]([NH:29][C:27]1[CH:26]=[CH:25][C:21]3[CH2:22][CH2:23][CH2:24][NH:18][CH2:19][C:20]=3[CH:28]=1)(=[O:12])=[O:11])[CH:7]=[CH:6][S:5]2, predict the reactants needed to synthesize it. The reactants are: [Cl:1][C:2]1[N:3]=[C:4]2[N:8]([C:9]=1[S:10](Cl)(=[O:12])=[O:11])[CH:7]=[CH:6][S:5]2.FC(F)(F)C([N:18]1[CH2:24][CH2:23][CH2:22][C:21]2[CH:25]=[CH:26][C:27]([NH2:29])=[CH:28][C:20]=2[CH2:19]1)=O.N1C=CC=CC=1.O. (2) Given the product [NH2:15][C@H:11]([C:12]1[NH:36][C:33]2[CH:34]=[CH:35][C:30]([C:26]([CH3:29])([CH3:28])[CH3:27])=[CH:31][C:32]=2[N:37]=1)[C:10]([CH3:23])([CH3:24])[C:9]([O:8][CH2:1][C:2]1[CH:3]=[CH:4][CH:5]=[CH:6][CH:7]=1)=[O:25], predict the reactants needed to synthesize it. The reactants are: [CH2:1]([O:8][C:9](=[O:25])[C:10]([CH3:24])([CH3:23])[C@H:11]([NH:15]C(OC(C)(C)C)=O)[C:12](O)=O)[C:2]1[CH:7]=[CH:6][CH:5]=[CH:4][CH:3]=1.[C:26]([C:30]1[CH:35]=[CH:34][C:33]([NH2:36])=[C:32]([NH2:37])[CH:31]=1)([CH3:29])([CH3:28])[CH3:27].